This data is from Forward reaction prediction with 1.9M reactions from USPTO patents (1976-2016). The task is: Predict the product of the given reaction. (1) Given the reactants [Cl:1][C:2]1[CH:3]=[C:4]([C:9]23[CH2:14][CH:13]2[C:12](=[O:15])[NH:11][C:10]3=[O:16])[CH:5]=[CH:6][C:7]=1[Cl:8].[H-].[Na+].Br[CH2:20][CH2:21][CH2:22][CH3:23].C(OCC)(=O)C, predict the reaction product. The product is: [CH2:20]([N:11]1[C:12](=[O:15])[CH:13]2[C:9]([C:4]3[CH:5]=[CH:6][C:7]([Cl:8])=[C:2]([Cl:1])[CH:3]=3)([CH2:14]2)[C:10]1=[O:16])[CH2:21][CH2:22][CH3:23]. (2) Given the reactants [CH3:1][C:2]1[O:3][C:4]2[C:9]([C:10](=[O:12])[CH:11]=1)=[CH:8][CH:7]=[CH:6][C:5]=2[CH3:13].[N+:14]([O-])([OH:16])=[O:15], predict the reaction product. The product is: [CH3:1][C:2]1[O:3][C:4]2[C:9]([C:10](=[O:12])[CH:11]=1)=[C:8]([N+:14]([O-:16])=[O:15])[CH:7]=[CH:6][C:5]=2[CH3:13]. (3) Given the reactants C(N(CC)CC)C.[C:8](Cl)(=[O:12])[CH2:9][CH2:10][CH3:11].[CH3:14][N:15]([CH3:32])[C:16]1([CH2:26][C:27]2[S:28][CH:29]=[CH:30][CH:31]=2)[CH2:25][CH2:24][C:19]2([CH2:23][NH:22][CH2:21][CH2:20]2)[CH2:18][CH2:17]1.C(=O)([O-])[O-].[Na+].[Na+], predict the reaction product. The product is: [CH3:32][N:15]([CH3:14])[C:16]1([CH2:26][C:27]2[S:28][CH:29]=[CH:30][CH:31]=2)[CH2:17][CH2:18][C:19]2([CH2:23][N:22]([C:8](=[O:12])[CH2:9][CH2:10][CH3:11])[CH2:21][CH2:20]2)[CH2:24][CH2:25]1.